This data is from Forward reaction prediction with 1.9M reactions from USPTO patents (1976-2016). The task is: Predict the product of the given reaction. (1) The product is: [CH2:1]([C:5]1[N:9]([CH:10]2[C:19]3[C:14](=[CH:15][CH:16]=[CH:17][CH:18]=3)[C:13](=[O:20])[O:12][C:11]2([CH3:21])[CH3:22])[CH:8]=[N:7][CH:6]=1)[CH2:2][CH2:3][CH3:4]. Given the reactants [CH:1]([C:5]1[N:9]([CH:10]2[C:19]3[C:14](=[CH:15][CH:16]=[CH:17][CH:18]=3)[C:13](=[O:20])[O:12][C:11]2([CH3:22])[CH3:21])[CH:8]=[N:7][CH:6]=1)=[CH:2][CH2:3][CH3:4], predict the reaction product. (2) Given the reactants [O:1]1[C:5]2[CH:6]=[CH:7][C:8]([CH2:10][C:11]#[N:12])=[CH:9][C:4]=2[O:3]C1.O, predict the reaction product. The product is: [OH:3][C:4]1[CH:9]=[C:8]([CH2:10][C:11]#[N:12])[CH:7]=[CH:6][C:5]=1[OH:1]. (3) Given the reactants C([Li])CCC.C[Si](C)(C)[N-][Si](C)(C)C.C1(P(C2CCCCC2)C2C=CC=CC=2C2C=CC=CC=2N(C)C)CCCCC1.[C:43]([O:47][C:48](=[O:50])[CH3:49])([CH3:46])([CH3:45])[CH3:44].[Cl:51][C:52]1[C:61](OS(C(F)(F)F)(=O)=O)=[C:60]2[C:55]([CH:56]=[CH:57][C:58]([CH3:70])=[N:59]2)=[CH:54][CH:53]=1, predict the reaction product. The product is: [C:43]([O:47][C:48](=[O:50])[CH2:49][C:61]1[C:52]([Cl:51])=[CH:53][CH:54]=[C:55]2[C:60]=1[N:59]=[C:58]([CH3:70])[CH:57]=[CH:56]2)([CH3:46])([CH3:45])[CH3:44]. (4) The product is: [Br:1][C:2]1[CH:7]=[CH:6][C:5]2[N:8]([CH:9]3[CH2:14][CH2:13][N:12]([CH3:15])[CH2:11][CH2:10]3)[C:22]3[C:17]([S:16][C:4]=2[CH:3]=1)=[CH:18][CH:19]=[CH:20][CH:21]=3. Given the reactants [Br:1][C:2]1[CH:7]=[CH:6][C:5]([NH:8][CH:9]2[CH2:14][CH2:13][N:12]([CH3:15])[CH2:11][CH2:10]2)=[C:4]([S:16][C:17]2[CH:22]=[CH:21][CH:20]=[CH:19][C:18]=2Br)[CH:3]=1.C(OC(N1CCC(NC2C=CC(C#N)=CC=2OC2C=CC=CC=2Br)CC1)=O)(C)(C)C, predict the reaction product. (5) Given the reactants [C:1]([O:5][C:6]([C:8]1[CH:13]=[CH:12][CH:11]=[CH:10][C:9]=1[C:14]1[CH:19]=[CH:18][C:17]([CH2:20][N:21]2[C:29]3[C:24](=[CH:25][C:26]([C:30](O)=[O:31])=[CH:27][CH:28]=3)[CH:23]=[CH:22]2)=[CH:16][CH:15]=1)=[O:7])([CH3:4])([CH3:3])[CH3:2].[C:33]1([CH:39]([NH2:42])[CH2:40][CH3:41])[CH:38]=[CH:37][CH:36]=[CH:35][CH:34]=1, predict the reaction product. The product is: [C:33]1([CH:39]([NH:42][C:30]([C:26]2[CH:27]=[C:28]3[C:29](=[CH:24][CH:25]=2)[N:21]([CH2:20][C:17]2[CH:16]=[CH:15][C:14]([C:9]4[C:8]([C:6]([O:5][C:1]([CH3:2])([CH3:3])[CH3:4])=[O:7])=[CH:13][CH:12]=[CH:11][CH:10]=4)=[CH:19][CH:18]=2)[CH:22]=[CH:23]3)=[O:31])[CH2:40][CH3:41])[CH:38]=[CH:37][CH:36]=[CH:35][CH:34]=1. (6) The product is: [NH2:4][C:2]1[S:3][C:6]2[C:7]([C:8]([O:10][CH3:11])=[O:9])=[CH:12][CH:13]=[CH:14][C:5]=2[N:1]=1. Given the reactants [NH:1]([C:5]1[CH:6]=[C:7]([CH:12]=[CH:13][CH:14]=1)[C:8]([O:10][CH3:11])=[O:9])[C:2]([NH2:4])=[S:3].BrBr.C(OCC)C, predict the reaction product. (7) Given the reactants [Br:1][C:2]1[CH:7]=[CH:6][C:5]([S:8](Cl)(=[O:10])=[O:9])=[CH:4][CH:3]=1.[CH2:12]([NH2:16])[CH:13]([CH3:15])[CH3:14], predict the reaction product. The product is: [Br:1][C:2]1[CH:7]=[CH:6][C:5]([S:8]([NH:16][CH2:12][CH:13]([CH3:15])[CH3:14])(=[O:10])=[O:9])=[CH:4][CH:3]=1. (8) Given the reactants [C:1]([O:5][C:6]([N:8]([C:32]([O:34][C:35]([CH3:38])([CH3:37])[CH3:36])=[O:33])[C:9]1[C:18]2[C:13](=[CH:14][C:15]([NH:19][CH:20]([C:24]3[CH:29]=[CH:28][CH:27]=[C:26]([S:30][CH3:31])[CH:25]=3)[C:21](O)=[O:22])=[CH:16][CH:17]=2)[CH:12]=[CH:11][N:10]=1)=[O:7])([CH3:4])([CH3:3])[CH3:2].[CH3:39][S:40]([C:43]1[CH:48]=[CH:47][CH:46]=[CH:45][C:44]=1[CH2:49][NH2:50])(=[O:42])=[O:41].C(N(C(C)C)CC)(C)C.Cl.CN(C)CCCN=C=NCC.ON1C2N=CC=CC=2N=N1, predict the reaction product. The product is: [CH3:39][S:40]([C:43]1[CH:48]=[CH:47][CH:46]=[CH:45][C:44]=1[CH2:49][NH:50][C:21](=[O:22])[CH:20]([NH:19][C:15]1[CH:14]=[C:13]2[C:18](=[CH:17][CH:16]=1)[C:9]([N:8]([C:6]([O:5][C:1]([CH3:2])([CH3:3])[CH3:4])=[O:7])[C:32]([O:34][C:35]([CH3:36])([CH3:37])[CH3:38])=[O:33])=[N:10][CH:11]=[CH:12]2)[C:24]1[CH:29]=[CH:28][CH:27]=[C:26]([S:30][CH3:31])[CH:25]=1)(=[O:41])=[O:42].